This data is from Full USPTO retrosynthesis dataset with 1.9M reactions from patents (1976-2016). The task is: Predict the reactants needed to synthesize the given product. (1) The reactants are: C(N[CH:5]([CH3:7])[CH3:6])(C)C.[CH2:8]([Li])[CH2:9][CH2:10]C.[Cl:13][C:14]1[CH:15]=[C:16]([CH2:20][C:21]([OH:23])=[O:22])[CH:17]=[CH:18][CH:19]=1.C1(Br)CCCC1. Given the product [Cl:13][C:14]1[CH:15]=[C:16]([CH:20]([CH:6]2[CH2:5][CH2:7][CH2:10][CH2:9][CH2:8]2)[C:21]([OH:23])=[O:22])[CH:17]=[CH:18][CH:19]=1, predict the reactants needed to synthesize it. (2) Given the product [OH:11][C@H:10]([C:12]1[C:13]([CH3:22])=[C:14]2[C:18](=[CH:19][CH:20]=1)[C:17](=[O:21])[O:16][CH2:15]2)[CH2:9][N:6]1[CH2:7][CH2:8][C:3]([NH:2][C:33](=[O:34])[C:32]2[CH:36]=[CH:37][C:29]([N:24]3[CH:28]=[N:27][N:26]=[N:25]3)=[N:30][CH:31]=2)([CH3:23])[CH2:4][CH2:5]1, predict the reactants needed to synthesize it. The reactants are: Cl.[NH2:2][C:3]1([CH3:23])[CH2:8][CH2:7][N:6]([CH2:9][C@@H:10]([C:12]2[C:13]([CH3:22])=[C:14]3[C:18](=[CH:19][CH:20]=2)[C:17](=[O:21])[O:16][CH2:15]3)[OH:11])[CH2:5][CH2:4]1.[N:24]1([C:29]2[CH:37]=[CH:36][C:32]([C:33](O)=[O:34])=[CH:31][N:30]=2)[CH:28]=[N:27][N:26]=[N:25]1. (3) Given the product [CH2:21]([O:24][C:25]1[CH:30]=[C:29]([Br:31])[CH:28]=[C:27]([CH2:32][C:34]2[CH:39]=[CH:38][C:37]([O:40][CH3:41])=[CH:36][CH:35]=2)[C:26]=1[Cl:42])[CH:22]=[CH2:23], predict the reactants needed to synthesize it. The reactants are: BrC1C=C(OC)C(Cl)=C(CC2C=CC(OCC)=CC=2)C=1.[CH2:21]([O:24][C:25]1[C:26]([Cl:42])=[C:27]([C:32]([C:34]2[CH:39]=[CH:38][C:37]([O:40][CH3:41])=[CH:36][CH:35]=2)=O)[CH:28]=[C:29]([Br:31])[CH:30]=1)[CH:22]=[CH2:23]. (4) Given the product [OH:1][C:2]1[CH:3]=[C:4]([CH:8]=[CH:9][C:10]=1[OH:11])[C:5]([O:7][C:12]1[C:21]2[C:16](=[CH:17][CH:18]=[CH:19][CH:20]=2)[CH:15]=[C:14]([O:22][C:5](=[O:6])[C:4]2[CH:8]=[CH:9][C:10]([OH:11])=[C:2]([OH:1])[CH:3]=2)[CH:13]=1)=[O:6], predict the reactants needed to synthesize it. The reactants are: [OH:1][C:2]1[CH:3]=[C:4]([CH:8]=[CH:9][C:10]=1[OH:11])[C:5]([OH:7])=[O:6].[C:12]1(O)[C:21]2[C:16](=[CH:17][CH:18]=[CH:19][CH:20]=2)[CH:15]=[C:14]([OH:22])[CH:13]=1.